From a dataset of Catalyst prediction with 721,799 reactions and 888 catalyst types from USPTO. Predict which catalyst facilitates the given reaction. (1) Reactant: Br[C:2]1[CH:7]=[CH:6][CH:5]=[CH:4][C:3]=1[N+:8]([O-:10])=[O:9].[CH3:11][CH:12]([CH2:31][CH2:32][CH2:33][CH:34]([CH3:36])[CH3:35])[CH2:13][CH2:14][O:15][C:16]1[CH:21]=[CH:20][C:19](B2OC(C)(C)C(C)(C)O2)=[CH:18][CH:17]=1.C(=O)([O-])[O-].[K+].[K+]. Product: [CH3:11][CH:12]([CH2:31][CH2:32][CH2:33][CH:34]([CH3:36])[CH3:35])[CH2:13][CH2:14][O:15][C:16]1[CH:21]=[CH:20][C:19]([C:2]2[CH:7]=[CH:6][CH:5]=[CH:4][C:3]=2[N+:8]([O-:10])=[O:9])=[CH:18][CH:17]=1. The catalyst class is: 11. (2) Reactant: [H-].[Al+3].[Li+].[H-].[H-].[H-].[CH:7]1([CH2:10][C:11]2([C:16]#[N:17])[CH2:14][C:13](=[CH2:15])[CH2:12]2)[CH2:9][CH2:8]1.O.[OH-].[Na+]. Product: [CH:7]1([CH2:10][C:11]2([CH2:16][NH2:17])[CH2:14][C:13](=[CH2:15])[CH2:12]2)[CH2:8][CH2:9]1. The catalyst class is: 27. (3) Reactant: [CH2:1]([N:3]1[C:9](=[O:10])[C:8]([CH3:12])([CH3:11])[C:7](=[O:13])[N:6]([CH3:14])[C:5]2[CH:15]=[C:16]([CH:19]=O)[CH:17]=[CH:18][C:4]1=2)[CH3:2].C(O)(=O)C.[NH:25]1[CH2:30][CH2:29][CH:28]([N:31]2[C:40]3[C:35](=[CH:36][CH:37]=[CH:38][CH:39]=3)[CH2:34][CH2:33][C:32]2=[O:41])[CH2:27][CH2:26]1.C(O[BH-](OC(=O)C)OC(=O)C)(=O)C.[Na+]. Product: [CH2:1]([N:3]1[C:9](=[O:10])[C:8]([CH3:11])([CH3:12])[C:7](=[O:13])[N:6]([CH3:14])[C:5]2[CH:15]=[C:16]([CH2:19][N:25]3[CH2:30][CH2:29][CH:28]([N:31]4[C:40]5[C:35](=[CH:36][CH:37]=[CH:38][CH:39]=5)[CH2:34][CH2:33][C:32]4=[O:41])[CH2:27][CH2:26]3)[CH:17]=[CH:18][C:4]1=2)[CH3:2]. The catalyst class is: 26. (4) The catalyst class is: 23. Product: [Br:27][C:6]1[S:7][C:8]([C:10]([C:12]2[CH:20]=[C:19]3[C:15]([CH:16]=[C:17]([C:21]4[CH:26]=[CH:25][CH:24]=[CH:23][CH:22]=4)[N:18]3[CH2:30][CH2:31][CH2:32][CH2:33][NH:34][CH:35]3[C:36](=[O:45])[C:37]4[C:42](=[CH:41][CH:40]=[CH:39][CH:38]=4)[C:43]3=[O:44])=[CH:14][CH:13]=2)=[O:11])=[CH:9][C:5]=1[CH2:4][C:3]([O:2][CH3:1])=[O:28]. Reactant: [CH3:1][O:2][C:3](=[O:28])[CH2:4][C:5]1[CH:9]=[C:8]([C:10]([C:12]2[CH:20]=[C:19]3[C:15]([CH:16]=[C:17]([C:21]4[CH:26]=[CH:25][CH:24]=[CH:23][CH:22]=4)[NH:18]3)=[CH:14][CH:13]=2)=[O:11])[S:7][C:6]=1[Br:27].Br[CH2:30][CH2:31][CH2:32][CH2:33][NH:34][CH:35]1[C:43](=[O:44])[C:42]2[C:37](=[CH:38][CH:39]=[CH:40][CH:41]=2)[C:36]1=[O:45]. (5) Reactant: CC(C)([O-])C.[K+].C(O)(C)(C)C.[CH2:12]([O:14][C:15](=[O:22])[CH2:16][C:17](=[O:21])[CH:18]([CH3:20])[CH3:19])[CH3:13].Br[CH2:24][C:25]1[CH:30]=[CH:29][C:28]([S:31]([CH3:34])(=[O:33])=[O:32])=[CH:27][CH:26]=1. Product: [CH2:12]([O:14][C:15](=[O:22])[CH:16]([CH2:24][C:25]1[CH:26]=[CH:27][C:28]([S:31]([CH3:34])(=[O:33])=[O:32])=[CH:29][CH:30]=1)[C:17](=[O:21])[CH:18]([CH3:19])[CH3:20])[CH3:13]. The catalyst class is: 30. (6) Reactant: [CH2:1]([N:8]1[CH2:12][CH:11]([C:13]2[CH:18]=[CH:17][C:16]([Cl:19])=[C:15]([F:20])[CH:14]=2)[CH:10]([NH:21][CH3:22])[CH2:9]1)[C:2]1[CH:7]=[CH:6][CH:5]=[CH:4][CH:3]=1.[F:23][C:24]1[CH:25]=[C:26]([CH:29]=[CH:30][C:31]=1[C:32]([F:35])([F:34])[F:33])[CH:27]=O.[BH3-]C#N.[Na+]. Product: [CH2:1]([N:8]1[CH2:12][CH:11]([C:13]2[CH:18]=[CH:17][C:16]([Cl:19])=[C:15]([F:20])[CH:14]=2)[CH:10]([N:21]([CH2:27][C:26]2[CH:29]=[CH:30][C:31]([C:32]([F:33])([F:34])[F:35])=[C:24]([F:23])[CH:25]=2)[CH3:22])[CH2:9]1)[C:2]1[CH:3]=[CH:4][CH:5]=[CH:6][CH:7]=1. The catalyst class is: 467. (7) Product: [C:1]([O:5][N:6]=[C:7]1[C:16]2[C:11](=[CH:12][CH:13]=[C:14]([CH2:17][NH:34][CH2:33][C:32]3[CH:35]=[CH:36][C:29]([F:28])=[CH:30][CH:31]=3)[CH:15]=2)[O:10][C:9]([C:19]2[N:24]=[CH:23][N:22]3[CH:25]=[CH:26][CH:27]=[C:21]3[CH:20]=2)=[CH:8]1)([CH3:2])([CH3:4])[CH3:3]. The catalyst class is: 4. Reactant: [C:1]([O:5][N:6]=[C:7]1[C:16]2[C:11](=[CH:12][CH:13]=[C:14]([CH:17]=O)[CH:15]=2)[O:10][C:9]([C:19]2[N:24]=[CH:23][N:22]3[CH:25]=[CH:26][CH:27]=[C:21]3[CH:20]=2)=[CH:8]1)([CH3:4])([CH3:3])[CH3:2].[F:28][C:29]1[CH:36]=[CH:35][C:32]([CH2:33][NH2:34])=[CH:31][CH:30]=1.C(O[BH-](OC(=O)C)OC(=O)C)(=O)C.[Na+]. (8) Reactant: ClC(Cl)(Cl)COC([N:7]1[CH2:12][C:11]([NH:13][C:14]([O:16][C:17]([CH3:20])([CH3:19])[CH3:18])=[O:15])=[N:10][C:9]([C:24]2[CH:29]=[C:28]([NH:30][C:31]([C:33]3[C:38]([CH3:39])=[CH:37][C:36]([Br:40])=[CH:35][N:34]=3)=[O:32])[CH:27]=[CH:26][C:25]=2[F:41])([CH:21]([F:23])[F:22])[CH2:8]1)=O.[NH4+].[Cl-].[NH4+].[OH-]. Product: [C:17]([O:16][C:14](=[O:15])[NH:13][C:11]1[CH2:12][NH:7][CH2:8][C:9]([C:24]2[CH:29]=[C:28]([NH:30][C:31]([C:33]3[C:38]([CH3:39])=[CH:37][C:36]([Br:40])=[CH:35][N:34]=3)=[O:32])[CH:27]=[CH:26][C:25]=2[F:41])([CH:21]([F:22])[F:23])[N:10]=1)([CH3:20])([CH3:18])[CH3:19]. The catalyst class is: 284. (9) Reactant: NC1C2C=CN(C(OCC3C=CC=CC=3)=O)C=2C=CN=1.C(N(CC)CC)C.C1(C(Cl)=O)CC1.[CH:34]1([C:37]([N:39](C(C2CC2)=O)[C:40]2[C:45]3[CH:46]=[CH:47][N:48](C(OCC4C=CC=CC=4)=O)[C:44]=3[CH:43]=[CH:42][N:41]=2)=[O:38])[CH2:36][CH2:35]1.C1(C(NC2C3C=CN(C(OCC4C=CC=CC=4)=O)C=3C=CN=2)=O)CC1.C(=O)([O-])[O-].[K+].[K+]. Product: [NH:48]1[C:44]2[CH:43]=[CH:42][N:41]=[C:40]([NH:39][C:37]([CH:34]3[CH2:35][CH2:36]3)=[O:38])[C:45]=2[CH:46]=[CH:47]1. The catalyst class is: 83. (10) Reactant: [CH3:1][N:2]1[CH:7]2[CH2:8][CH2:9][CH:3]1[CH2:4][CH:5]([S:10][C:11]1[CH:12]=[N:13][C:14]([N+:17]([O-])=O)=[CH:15][CH:16]=1)[CH2:6]2.O.O.[Sn](Cl)Cl. Product: [CH3:1][N:2]1[CH:7]2[CH2:8][CH2:9][CH:3]1[CH2:4][CH:5]([S:10][C:11]1[CH:16]=[CH:15][C:14]([NH2:17])=[N:13][CH:12]=1)[CH2:6]2. The catalyst class is: 13.